From a dataset of Retrosynthesis with 50K atom-mapped reactions and 10 reaction types from USPTO. Predict the reactants needed to synthesize the given product. (1) Given the product CCOc1cc(C(CS(C)(=O)=O)N2C(=O)c3cccc(NC(=O)C(C)N(C)C)c3C2=O)ccc1OC, predict the reactants needed to synthesize it. The reactants are: CCOc1cc(C(CS(C)(=O)=O)N2C(=O)c3cccc(NC(=O)C(C)Br)c3C2=O)ccc1OC.CNC. (2) Given the product CC(C)C(=O)Nc1cccc(C2CCN(CCCNC(=S)NC(C)(C)C)CC2)c1, predict the reactants needed to synthesize it. The reactants are: CC(C)(C)N=C=S.CC(C)C(=O)Nc1cccc(C2CCN(CCCN)CC2)c1.